This data is from Aqueous solubility values for 9,982 compounds from the AqSolDB database. The task is: Regression/Classification. Given a drug SMILES string, predict its absorption, distribution, metabolism, or excretion properties. Task type varies by dataset: regression for continuous measurements (e.g., permeability, clearance, half-life) or binary classification for categorical outcomes (e.g., BBB penetration, CYP inhibition). For this dataset (solubility_aqsoldb), we predict Y. (1) The molecule is ClC1=C(Cl)C(Cl)(Cl)C(Cl)(Cl)C1(Cl)Cl. The Y is -6.54 log mol/L. (2) The compound is C[C@]12CC[C@H]3[C@@H](CCC4=CC(=O)CC[C@@]43C)[C@@H]1CC[C@@H]2O. The Y is -4.09 log mol/L. (3) The molecule is CCCCCCCCCCCCCCCOS(=O)(=O)[O-].[Na+]. The Y is -1.04 log mol/L. (4) The molecule is Nc1c2ccccc2nc2cccc(F)c12. The Y is -0.950 log mol/L. (5) The drug is O=C(OCc1ccccc1)c1sc(Cl)nc1C(F)(F)F. The Y is -5.81 log mol/L. (6) The compound is c1ccc(-c2cccnc2)nc1. The Y is -0.592 log mol/L. (7) The drug is COC(=O)c1ccccc1CS(=O)(=O)NC(=O)Nc1nc(OC)cc(OC)n1. The Y is -3.53 log mol/L. (8) The molecule is O=C([O-])C(=O)[O-].O=C([O-])C(=O)[O-].O=C([O-])C(=O)[O-].[Lu+3].[Lu+3]. The Y is -5.31 log mol/L.